Dataset: Catalyst prediction with 721,799 reactions and 888 catalyst types from USPTO. Task: Predict which catalyst facilitates the given reaction. (1) Reactant: C(N(CC)CC)C.Cl.[F:9][C:10]1[CH:11]=[CH:12][C:13]2[N:14]([C:16]([C:19](=[NH:21])[NH2:20])=[CH:17][N:18]=2)[CH:15]=1.[C:22](/[C:24](=[CH:30]/OCC)/[C:25](OCC)=[O:26])#[N:23]. Product: [F:9][C:10]1[CH:11]=[CH:12][C:13]2[N:14]([C:16]([C:19]3[N:20]=[C:25]([OH:26])[C:24]([C:22]#[N:23])=[CH:30][N:21]=3)=[CH:17][N:18]=2)[CH:15]=1. The catalyst class is: 8. (2) Reactant: [OH-].[K+].C([O:5][C:6](=[O:24])[CH2:7][CH2:8][CH2:9][CH2:10][CH2:11][CH2:12][N:13]1[NH:17][C:16]([C:18]2[CH:23]=[CH:22][CH:21]=[CH:20][CH:19]=2)=[N:15][CH2:14]1)C. Product: [C:18]1([C:16]2[NH:17][N:13]([CH2:12][CH2:11][CH2:10][CH2:9][CH2:8][CH2:7][C:6]([OH:24])=[O:5])[CH2:14][N:15]=2)[CH:19]=[CH:20][CH:21]=[CH:22][CH:23]=1. The catalyst class is: 776. (3) Reactant: C(=O)([O-])[O-].[K+].[K+].[C:7]([O:11][C:12](=[O:18])[CH2:13][CH2:14][CH2:15][CH2:16]Br)([CH3:10])([CH3:9])[CH3:8].[Cl:19][C:20]1[N:25]=[CH:24][C:23]([OH:26])=[CH:22][N:21]=1.O. Product: [C:7]([O:11][C:12](=[O:18])[CH2:13][CH2:14][CH2:15][CH2:16][O:26][C:23]1[CH:22]=[N:21][C:20]([Cl:19])=[N:25][CH:24]=1)([CH3:10])([CH3:9])[CH3:8]. The catalyst class is: 148. (4) Reactant: [CH2:1]([Sn:5]([CH2:23][CH2:24][CH2:25][CH3:26])([CH2:19][CH2:20][CH2:21][CH3:22])[C:6]1[CH:7]=[C:8]([C:12]2[O:16][C:15]([CH:17]=O)=[CH:14][CH:13]=2)[CH:9]=[CH:10][CH:11]=1)[CH2:2][CH2:3][CH3:4].[CH2:27]([O:29][C:30](=[O:39])[CH2:31][N:32]1[C:36](=[O:37])[CH2:35][NH:34][C:33]1=[S:38])[CH3:28].N1CCCCC1. Product: [CH2:27]([O:29][C:30](=[O:39])[CH2:31][N:32]1[C:36](=[O:37])/[C:35](=[CH:17]/[C:15]2[O:16][C:12]([C:8]3[CH:9]=[CH:10][CH:11]=[C:6]([Sn:5]([CH2:1][CH2:2][CH2:3][CH3:4])([CH2:23][CH2:24][CH2:25][CH3:26])[CH2:19][CH2:20][CH2:21][CH3:22])[CH:7]=3)=[CH:13][CH:14]=2)/[NH:34][C:33]1=[S:38])[CH3:28]. The catalyst class is: 4. (5) Reactant: [CH3:1][S:2](Cl)(=[O:4])=[O:3].[Br:6][C:7]1[CH:8]=[C:9]([CH:13]2[CH2:18][CH:17]([OH:19])[CH2:16][CH2:15][O:14]2)[CH:10]=[N:11][CH:12]=1. Product: [CH3:1][S:2]([O:19][CH:17]1[CH2:16][CH2:15][O:14][CH:13]([C:9]2[CH:10]=[N:11][CH:12]=[C:7]([Br:6])[CH:8]=2)[CH2:18]1)(=[O:4])=[O:3]. The catalyst class is: 2. (6) Reactant: C(=O)([O-])[O-].[K+].[K+].[CH3:7][O:8][C:9]1[C:14](B(O)O)=[CH:13][CH:12]=[CH:11][N:10]=1.Br[C:19]1[CH:20]=[C:21]([CH:24]=[CH:25][C:26]=1[O:27][C:28]1[CH:29]=[N:30][C:31]([O:34][CH2:35][CH:36]([CH3:38])[CH3:37])=[CH:32][CH:33]=1)[C:22]#[N:23]. Product: [CH2:35]([O:34][C:31]1[N:30]=[CH:29][C:28]([O:27][C:26]2[CH:25]=[CH:24][C:21]([C:22]#[N:23])=[CH:20][C:19]=2[C:14]2[C:9]([O:8][CH3:7])=[N:10][CH:11]=[CH:12][CH:13]=2)=[CH:33][CH:32]=1)[CH:36]([CH3:38])[CH3:37]. The catalyst class is: 77. (7) Reactant: [F:1][C:2]([F:15])([F:14])[C:3]1[CH:8]=[CH:7][N:6]=[C:5]([CH2:9][C:10](OC)=[O:11])[CH:4]=1.[NH3:16]. Product: [F:1][C:2]([F:15])([F:14])[C:3]1[CH:8]=[CH:7][N:6]=[C:5]([CH2:9][C:10]([NH2:16])=[O:11])[CH:4]=1. The catalyst class is: 5.